This data is from Catalyst prediction with 721,799 reactions and 888 catalyst types from USPTO. The task is: Predict which catalyst facilitates the given reaction. (1) Reactant: Cl.[N:2]1([C:8]2[CH:9]=[N:10][C:11]3[C:16]([CH:17]=2)=[CH:15][CH:14]=[CH:13][CH:12]=3)[CH2:7][CH2:6][NH:5][CH2:4][CH2:3]1.[CH:18]([O:21][C:22]1[CH:30]=[CH:29][C:28]([S:31]([CH3:34])(=[O:33])=[O:32])=[CH:27][C:23]=1[C:24](O)=[O:25])([CH3:20])[CH3:19].C(OCC)(=O)C. Product: [CH:18]([O:21][C:22]1[CH:30]=[CH:29][C:28]([S:31]([CH3:34])(=[O:33])=[O:32])=[CH:27][C:23]=1[C:24]([N:5]1[CH2:4][CH2:3][N:2]([C:8]2[CH:9]=[N:10][C:11]3[C:16]([CH:17]=2)=[CH:15][CH:14]=[CH:13][CH:12]=3)[CH2:7][CH2:6]1)=[O:25])([CH3:20])[CH3:19]. The catalyst class is: 10. (2) Reactant: FC(F)(F)C([N:5]1[CH2:11][CH:10]([CH3:12])[C:9]2[CH:13]=[C:14]([Cl:21])[C:15]([O:17][CH2:18][CH:19]=[CH2:20])=[CH:16][C:8]=2[CH2:7][CH2:6]1)=O.[OH-].[Na+]. Product: [CH2:18]([O:17][C:15]1[C:14]([Cl:21])=[CH:13][C:9]2[CH:10]([CH3:12])[CH2:11][NH:5][CH2:6][CH2:7][C:8]=2[CH:16]=1)[CH:19]=[CH2:20]. The catalyst class is: 24. (3) Reactant: [Si:1]([O:8][CH2:9][C@@H:10]1[CH:15]=[C:14]([CH2:16][OH:17])[C:13](=[O:18])[CH2:12][N:11]1[C:19]([O:21][C:22]([CH3:25])([CH3:24])[CH3:23])=[O:20])([C:4]([CH3:7])([CH3:6])[CH3:5])([CH3:3])[CH3:2].[CH3:26]N(C)C1C2C(=CC=CC=2N(C)C)C=CC=1.F[B-](F)(F)F.C[O+](C)C. Product: [Si:1]([O:8][CH2:9][C@@H:10]1[CH:15]=[C:14]([CH2:16][O:17][CH3:26])[C:13](=[O:18])[CH2:12][N:11]1[C:19]([O:21][C:22]([CH3:25])([CH3:24])[CH3:23])=[O:20])([C:4]([CH3:7])([CH3:6])[CH3:5])([CH3:3])[CH3:2]. The catalyst class is: 2. (4) Reactant: C(Cl)Cl.[C:4]([CH:7]1[CH2:11][CH2:10][CH2:9][O:8]1)(=[O:6])[CH3:5].OS(C(F)(F)F)(=O)=O.C[SiH](C)C.[Br:24]N1C(=O)CCC1=O. Product: [Br:24][CH2:5][C:4]([CH:7]1[CH2:11][CH2:10][CH2:9][O:8]1)=[O:6]. The catalyst class is: 66. (5) Reactant: [CH3:1][O:2][C:3]1[CH:12]=[C:11]2[C:6]([N:7]=[CH:8][C:9](=[O:13])[NH:10]2)=[CH:5][CH:4]=1.[H-].[Na+].CS(O[CH2:21][CH2:22][N:23]1[CH2:28][CH2:27][C@@H:26]([NH:29][C:30]([O:32][C:33]([CH3:36])([CH3:35])[CH3:34])=[O:31])[C@@H:25]([O:37][CH3:38])[CH2:24]1)(=O)=O. Product: [CH3:38][O:37][C@@H:25]1[C@H:26]([NH:29][C:30](=[O:31])[O:32][C:33]([CH3:34])([CH3:36])[CH3:35])[CH2:27][CH2:28][N:23]([CH2:22][CH2:21][N:10]2[C:11]3[C:6](=[CH:5][CH:4]=[C:3]([O:2][CH3:1])[CH:12]=3)[N:7]=[CH:8][C:9]2=[O:13])[CH2:24]1. The catalyst class is: 3. (6) Reactant: [C:1](#[N:5])[CH2:2][C:3]#[N:4].[OH-].[Na+].O.O=[C:10]([C:23]1[CH:28]=[CH:27][C:26]([CH3:29])=[CH:25][CH:24]=1)[CH2:11][N:12]1C(=O)C2C(=CC=CC=2)C1=O. Product: [NH2:4][C:3]1[NH:12][CH:11]=[C:10]([C:23]2[CH:28]=[CH:27][C:26]([CH3:29])=[CH:25][CH:24]=2)[C:2]=1[C:1]#[N:5]. The catalyst class is: 5. (7) Reactant: [NH2:1][C:2]1[C:3]([Cl:13])=[C:4]([C:9]([F:12])=[CH:10][CH:11]=1)[C:5]([O:7][CH3:8])=[O:6].C(N(CC)CC)C.[CH2:21]([S:24](Cl)(=[O:26])=[O:25])[CH2:22][CH3:23]. Product: [Cl:13][C:3]1[C:2]([NH:1][S:24]([CH2:21][CH2:22][CH3:23])(=[O:26])=[O:25])=[CH:11][CH:10]=[C:9]([F:12])[C:4]=1[C:5]([O:7][CH3:8])=[O:6]. The catalyst class is: 46. (8) Reactant: [CH:1]1([C:4]2[C:15]3[O:14][C:11]4([CH2:13][CH2:12]4)[CH2:10][C:9]([CH3:17])([CH3:16])[C:8]=3[CH:7]=[C:6]([C:18]#[CH:19])[CH:5]=2)[CH2:3][CH2:2]1.C(O[C:24]1[CH:29]=[CH:28][C:27](I)=[C:26]([CH3:31])[C:25]=1[F:32])(=O)C.C(N(CC)CC)C.O1CCCC1.[C:45]([O:48][CH2:49]C)(=[O:47])C. Product: [CH3:49][O:48][C:45](=[O:47])[CH2:31][C:26]1[CH:27]=[CH:28][C:29]([C:19]#[C:18][C:6]2[CH:5]=[C:4]([CH:1]3[CH2:3][CH2:2]3)[C:15]3[O:14][C:11]4([CH2:13][CH2:12]4)[CH2:10][C:9]([CH3:16])([CH3:17])[C:8]=3[CH:7]=2)=[CH:24][C:25]=1[F:32]. The catalyst class is: 730. (9) Reactant: [F:1][C:2]1[CH:11]=[C:10]2[C:5]([C:6](=[O:24])[NH:7][C:8]([C:12]3[CH:17]=[C:16]([CH3:18])[C:15]([O:19][CH2:20][CH2:21][OH:22])=[C:14]([CH3:23])[CH:13]=3)=[N:9]2)=[C:4]([O:25][CH3:26])[CH:3]=1.N1C=CN=C1.[Si:32](Cl)([C:45]([CH3:48])([CH3:47])[CH3:46])([C:39]1[CH:44]=[CH:43][CH:42]=[CH:41][CH:40]=1)[C:33]1[CH:38]=[CH:37][CH:36]=[CH:35][CH:34]=1.[NH4+].[Cl-]. The catalyst class is: 1. Product: [C:45]([Si:32]([C:39]1[CH:44]=[CH:43][CH:42]=[CH:41][CH:40]=1)([C:33]1[CH:34]=[CH:35][CH:36]=[CH:37][CH:38]=1)[O:22][CH2:21][CH2:20][O:19][C:15]1[C:14]([CH3:23])=[CH:13][C:12]([C:8]2[NH:7][C:6](=[O:24])[C:5]3[C:10](=[CH:11][C:2]([F:1])=[CH:3][C:4]=3[O:25][CH3:26])[N:9]=2)=[CH:17][C:16]=1[CH3:18])([CH3:48])([CH3:46])[CH3:47].